This data is from Forward reaction prediction with 1.9M reactions from USPTO patents (1976-2016). The task is: Predict the product of the given reaction. (1) Given the reactants [OH:1][C:2]1[C:15](=[O:16])[C:14]2[C:5](=[CH:6][CH:7]=[C:8]3[C:13]=2[CH2:12][CH2:11][CH2:10][CH2:9]3)[C:4](=[O:17])[CH:3]=1.[H-].[Li+].[H][H].[CH2:22](Br)[CH:23]=[C:24]([CH3:26])[CH3:25].[Li+].[I-].Cl, predict the reaction product. The product is: [CH2:22]([C:3]1[C:4](=[O:17])[C:5]2[C:14]([C:15](=[O:16])[C:2]=1[O:1][CH2:3][CH:4]=[C:5]([CH3:14])[CH3:6])=[C:13]1[C:8]([CH2:9][CH2:10][CH2:11][CH2:12]1)=[CH:7][CH:6]=2)[CH:23]=[C:24]([CH3:26])[CH3:25]. (2) Given the reactants [Cl:1][C:2]1[CH:7]=[CH:6][C:5]([C@H:8]2[C@@H:12]([C:13]3[CH:18]=[CH:17][C:16]([Cl:19])=[CH:15][CH:14]=3)[N:11]([C:20]([N:22]3[CH2:27][CH2:26][N:25]([CH2:28][C:29]([N:31]4[CH2:36][CH2:35][O:34][CH2:33][CH2:32]4)=[O:30])[CH2:24][CH2:23]3)=[O:21])[C:10]([C:37]3[C:38]([O:52][CH2:53][CH3:54])=[CH:39][C:40]([Cl:51])=[C:41]([S:43]([NH:46]C(C)(C)C)(=[O:45])=[O:44])[CH:42]=3)=[N:9]2)=[CH:4][CH:3]=1.[F:55][C:56]([F:61])([F:60])[C:57]([OH:59])=[O:58], predict the reaction product. The product is: [Cl:1][C:2]1[CH:7]=[CH:6][C:5]([C@H:8]2[C@@H:12]([C:13]3[CH:14]=[CH:15][C:16]([Cl:19])=[CH:17][CH:18]=3)[N:11]([C:20]([N:22]3[CH2:27][CH2:26][N:25]([CH2:28][C:29]([N:31]4[CH2:36][CH2:35][O:34][CH2:33][CH2:32]4)=[O:30])[CH2:24][CH2:23]3)=[O:21])[C:10]([C:37]3[C:38]([O:52][CH2:53][CH3:54])=[CH:39][C:40]([Cl:51])=[C:41]([S:43]([NH2:46])(=[O:45])=[O:44])[CH:42]=3)=[N:9]2)=[CH:4][CH:3]=1.[F:55][C:56]([F:61])([F:60])[C:57]([O-:59])=[O:58].